The task is: Regression. Given two drug SMILES strings and cell line genomic features, predict the synergy score measuring deviation from expected non-interaction effect.. This data is from NCI-60 drug combinations with 297,098 pairs across 59 cell lines. Drug 1: CC(CN1CC(=O)NC(=O)C1)N2CC(=O)NC(=O)C2. Drug 2: C1CC(C1)(C(=O)O)C(=O)O.[NH2-].[NH2-].[Pt+2]. Cell line: UO-31. Synergy scores: CSS=14.9, Synergy_ZIP=-5.31, Synergy_Bliss=-3.31, Synergy_Loewe=0.991, Synergy_HSA=1.41.